Dataset: Reaction yield outcomes from USPTO patents with 853,638 reactions. Task: Predict the reaction yield, written as a fraction of the theoretical maximum amount of product (1.0 means a 100% yield; for example, 0.34 means a 34% yield). (1) The reactants are [C:1](=[O:4])([O-])[O-].[K+].[K+].CI.[Br:9][C:10]1[CH:19]=[C:18]2[C:13]([CH:14]=[CH:15][CH:16]=[C:17]2O)=[CH:12][CH:11]=1. The catalyst is CC(C)=O. The product is [Br:9][C:10]1[CH:19]=[C:18]2[C:13]([CH:14]=[CH:15][CH:16]=[C:17]2[O:4][CH3:1])=[CH:12][CH:11]=1. The yield is 0.880. (2) The reactants are [N+:1]([C:4]1[CH:5]=[CH:6][C:7]([N:10]2[CH2:25][CH2:24][C:13]3([CH2:18][CH2:17][CH:16]([CH2:19][C:20]([O:22][CH3:23])=[O:21])[CH2:15][CH2:14]3)[CH2:12][CH2:11]2)=[N:8][CH:9]=1)([O-])=O. The catalyst is CCOC(C)=O.[OH-].[OH-].[Pd+2]. The product is [NH2:1][C:4]1[CH:5]=[CH:6][C:7]([N:10]2[CH2:25][CH2:24][C:13]3([CH2:18][CH2:17][CH:16]([CH2:19][C:20]([O:22][CH3:23])=[O:21])[CH2:15][CH2:14]3)[CH2:12][CH2:11]2)=[N:8][CH:9]=1. The yield is 0.930. (3) The reactants are [C@H:1]1([NH:10][C:11]([C:13]2[CH:18]=[CH:17][CH:16]=[C:15]([C:19]3[C:27]4[C:22](=[CH:23][CH:24]=[C:25]([C:28]5[N:32]=[CH:31][N:30](C(C6C=CC=CC=6)(C6C=CC=CC=6)C6C=CC=CC=6)[N:29]=5)[CH:26]=4)[N:21](C4CCCCO4)[N:20]=3)[CH:14]=2)=[O:12])[C:9]2[C:4](=[CH:5][CH:6]=[CH:7][CH:8]=2)[CH2:3][CH2:2]1.Cl.C(=O)(O)[O-].[Na+]. The catalyst is O1CCOCC1. The product is [NH:29]1[C:28]([C:25]2[CH:26]=[C:27]3[C:22](=[CH:23][CH:24]=2)[NH:21][N:20]=[C:19]3[C:15]2[CH:14]=[C:13]([C:11]([NH:10][C@H:1]3[C:9]4[C:4](=[CH:5][CH:6]=[CH:7][CH:8]=4)[CH2:3][CH2:2]3)=[O:12])[CH:18]=[CH:17][CH:16]=2)=[N:32][CH:31]=[N:30]1. The yield is 0.0900. (4) The reactants are [Cl:1][C:2]1[CH:7]=[CH:6][CH:5]=[CH:4][C:3]=1[C:8]1[NH:12][N:11]=[N:10][N:9]=1.[F:13][C:14]1[CH:19]=[CH:18][C:17]([C:20]([N:22]2[CH2:27][CH2:26][CH2:25][C@@H:24](O)[CH2:23]2)=[O:21])=[CH:16][CH:15]=1. No catalyst specified. The product is [Cl:1][C:2]1[CH:7]=[CH:6][CH:5]=[CH:4][C:3]=1[C:8]1[N:9]=[N:10][N:11]([C@H:26]2[CH2:25][CH2:24][CH2:23][N:22]([C:20]([C:17]3[CH:16]=[CH:15][C:14]([F:13])=[CH:19][CH:18]=3)=[O:21])[CH2:27]2)[N:12]=1. The yield is 0.220. (5) The reactants are Br[C:2]1[C:3]([CH3:18])=[C:4]([C:9]([O:16]C)=[C:10]([C:12]([CH3:15])([CH3:14])[CH3:13])[CH:11]=1)[C:5]([O:7]C)=[O:6].[C:19]([C:23]1[CH:24]=[C:25](B(O)O)[CH:26]=[C:27]([CH3:29])[CH:28]=1)([CH3:22])([CH3:21])[CH3:20]. No catalyst specified. The product is [C:19]([C:23]1[CH:24]=[C:25]([C:2]2[CH:11]=[C:10]([C:12]([CH3:15])([CH3:14])[CH3:13])[C:9]([OH:16])=[C:4]([C:5]([OH:7])=[O:6])[C:3]=2[CH3:18])[CH:26]=[C:27]([CH3:29])[CH:28]=1)([CH3:22])([CH3:21])[CH3:20]. The yield is 0.700. (6) The reactants are [Si]([O:8][CH2:9][CH2:10][NH:11][S:12]([C:15]([C:17]1[CH:22]=[CH:21][CH:20]=[CH:19][CH:18]=1)=[CH2:16])(=[O:14])=[O:13])(C(C)(C)C)(C)C.[F-].C([N+](CCCC)(CCCC)CCCC)CCC.[NH4+].[Cl-]. The catalyst is O1CCCC1. The product is [C:17]1([CH:15]2[S:12](=[O:14])(=[O:13])[NH:11][CH2:10][CH2:9][O:8][CH2:16]2)[CH:22]=[CH:21][CH:20]=[CH:19][CH:18]=1. The yield is 0.840. (7) The catalyst is C(#N)C. The yield is 0.880. The reactants are Cl[C:2]1[C:7]([C:8]([O:10][CH2:11][CH3:12])=[O:9])=[CH:6][N:5]=[C:4]2[N:13]([CH3:17])[N:14]=[C:15]([CH3:16])[C:3]=12.C(=O)([O-])[O-].[K+].[K+].[NH2:24][CH2:25][CH2:26][NH:27][C:28](=[O:34])[O:29][C:30]([CH3:33])([CH3:32])[CH3:31]. The product is [C:30]([O:29][C:28]([NH:27][CH2:26][CH2:25][NH:24][C:2]1[C:7]([C:8]([O:10][CH2:11][CH3:12])=[O:9])=[CH:6][N:5]=[C:4]2[N:13]([CH3:17])[N:14]=[C:15]([CH3:16])[C:3]=12)=[O:34])([CH3:33])([CH3:32])[CH3:31]. (8) The reactants are [H-].[Na+].[OH:3][CH2:4][C:5]1[C:6](=[O:11])[NH:7][CH:8]=[CH:9][CH:10]=1.[F:12][C:13]1[CH:21]=[CH:20][C:16]([C:17](Cl)=[O:18])=[CH:15][CH:14]=1. The catalyst is C1COCC1. The product is [F:12][C:13]1[CH:21]=[CH:20][C:16]([C:17]([O:3][CH2:4][C:5]2[C:6](=[O:11])[NH:7][CH:8]=[CH:9][CH:10]=2)=[O:18])=[CH:15][CH:14]=1. The yield is 0.149. (9) The reactants are [CH2:1]([O:4][CH:5]([C:10]1[N:11]([CH3:18])[N:12]=[CH:13][C:14]=1[N+:15]([O-:17])=[O:16])[CH2:6][C:7]([OH:9])=O)[CH:2]=[CH2:3].[C:19](Cl)(=O)[C:20](Cl)=O.CN(C=O)C.C([Sn](CCCC)(CCCC)CCCC)=C. The catalyst is C(Cl)Cl. The product is [CH2:1]([O:4][CH:5]([C:10]1[N:11]([CH3:18])[N:12]=[CH:13][C:14]=1[N+:15]([O-:17])=[O:16])[CH2:6][C:7](=[O:9])[CH:19]=[CH2:20])[CH:2]=[CH2:3]. The yield is 0.610. (10) The yield is 0.930. No catalyst specified. The reactants are C(O[C:4](=[O:19])[C:5]([NH:7][C:8]1[CH:13]=[CH:12][C:11]([O:14][CH3:15])=[CH:10][C:9]=1[N+:16]([O-:18])=[O:17])=[O:6])C.C1(C)C=CC=CC=1.[CH2:27]([NH2:31])[CH2:28][CH2:29][CH3:30]. The product is [CH2:27]([NH:31][C:4](=[O:19])[C:5]([NH:7][C:8]1[CH:13]=[CH:12][C:11]([O:14][CH3:15])=[CH:10][C:9]=1[N+:16]([O-:18])=[O:17])=[O:6])[CH2:28][CH2:29][CH3:30].